Dataset: Catalyst prediction with 721,799 reactions and 888 catalyst types from USPTO. Task: Predict which catalyst facilitates the given reaction. (1) Reactant: [F:1][C:2]1[CH:16]=[C:15]([F:17])[CH:14]=[CH:13][C:3]=1[C:4]([CH:6]1[CH2:11][CH2:10][NH:9][C:8](=O)[CH2:7]1)=[O:5].[BH4-].[Na+].[CH2:20]([NH2:23])[CH2:21][NH2:22]. Product: [F:1][C:2]1[CH:16]=[C:15]([F:17])[CH:14]=[CH:13][C:3]=1[C:4]([CH:6]1[CH2:11][CH2:10][N:9]([NH:22][CH2:21][CH2:20][NH2:23])[CH2:8][CH2:7]1)=[O:5]. The catalyst class is: 48. (2) Reactant: [CH:1]1([NH:4][C:5](=[S:43])[NH:6][C:7]2[CH:41]=[CH:40][C:10]([O:11][C:12]3[CH:17]=[CH:16][N:15]=[C:14]4[CH:18]=[C:19]([C:21]5[N:26]=[CH:25][C:24]([CH2:27][N:28]([CH2:36][CH2:37][O:38][CH3:39])C(=O)OC(C)(C)C)=[CH:23][CH:22]=5)[S:20][C:13]=34)=[C:9]([F:42])[CH:8]=2)[CH2:3][CH2:2]1.Cl.[OH-].[Na+]. Product: [CH:1]1([NH:4][C:5]([NH:6][C:7]2[CH:41]=[CH:40][C:10]([O:11][C:12]3[CH:17]=[CH:16][N:15]=[C:14]4[CH:18]=[C:19]([C:21]5[CH:22]=[CH:23][C:24]([CH2:27][NH:28][CH2:36][CH2:37][O:38][CH3:39])=[CH:25][N:26]=5)[S:20][C:13]=34)=[C:9]([F:42])[CH:8]=2)=[S:43])[CH2:3][CH2:2]1. The catalyst class is: 313. (3) Reactant: [CH3:1][C:2]1[O:6][C:5]([C:7]2[CH:13]=[CH:12][C:10]([NH2:11])=[CH:9][CH:8]=2)=[N:4][N:3]=1.[Cl:14]N1C(=O)CCC1=O. Product: [Cl:14][C:12]1[CH:13]=[C:7]([C:5]2[O:6][C:2]([CH3:1])=[N:3][N:4]=2)[CH:8]=[CH:9][C:10]=1[NH2:11]. The catalyst class is: 3. (4) Reactant: [NH2:1][C:2]1[CH:7]=[CH:6][C:5]([SH:8])=[CH:4][C:3]=1[F:9].C([O-])([O-])=O.[K+].[K+].Cl[C:17]1[C:26]2[C:21](=[CH:22][C:23]([O:29][CH3:30])=[C:24]([O:27][CH3:28])[CH:25]=2)[N:20]=[CH:19]C=1.C[N:32](C=O)C. The catalyst class is: 13. Product: [CH3:28][O:27][C:24]1[CH:25]=[C:26]2[C:21](=[CH:22][C:23]=1[O:29][CH3:30])[N:20]=[CH:19][N:32]=[C:17]2[S:8][C:5]1[CH:6]=[CH:7][C:2]([NH2:1])=[C:3]([F:9])[CH:4]=1. (5) Reactant: [CH3:1][O:2][C:3]1[CH:8]=[CH:7][C:6]([C:9]2([C:12]([OH:14])=[O:13])[CH2:11][CH2:10]2)=[CH:5][CH:4]=1.[C:15](Cl)(=O)C(Cl)=O.CN(C)C=O. Product: [CH3:1][O:2][C:3]1[CH:4]=[CH:5][C:6]([C:9]2([C:12]([O:14][CH3:15])=[O:13])[CH2:10][CH2:11]2)=[CH:7][CH:8]=1. The catalyst class is: 4. (6) Reactant: [Cl:1][C:2]1[C:7]([O:8]C)=[CH:6][C:5]([NH:10][C:11](=[O:21])[C:12]2[CH:17]=[CH:16][C:15]([O:18]C)=[C:14]([F:20])[CH:13]=2)=[C:4]([O:22]C)[CH:3]=1. Product: [Cl:1][C:2]1[C:7]([OH:8])=[CH:6][C:5]([NH:10][C:11](=[O:21])[C:12]2[CH:17]=[CH:16][C:15]([OH:18])=[C:14]([F:20])[CH:13]=2)=[C:4]([OH:22])[CH:3]=1. The catalyst class is: 2. (7) Reactant: [CH3:1][O:2][C:3](=[O:37])[C@@H:4]([NH:14][C:15]([C:17]1[C:18]([CH3:36])=[N:19][C:20]([NH:24][CH2:25][CH2:26][CH2:27][C:28]2[CH:33]=[CH:32][C:31]([CH3:34])=[C:30]([OH:35])[CH:29]=2)=[N:21][C:22]=1[CH3:23])=[O:16])[CH2:5][NH:6][C:7](OC(C)(C)C)=[O:8].[C:38](O)([C:40](F)(F)F)=O.C(Cl)Cl.C(N(CC)CC)C.[S:55]1[CH:59]=CC=[C:56]1C(O)=O.CN(C(ON1N=NC2C=CC=CC1=2)=[N+](C)C)C.F[P-](F)(F)(F)(F)F.C1C=CC2N(O)N=NC=2C=1. Product: [CH3:1][O:2][C:3](=[O:37])[C@@H:4]([NH:14][C:15]([C:17]1[C:18]([CH3:36])=[N:19][C:20]([NH:24][CH2:25][CH2:26][CH2:27][C:28]2[CH:33]=[CH:32][C:31]([CH3:34])=[C:30]([OH:35])[CH:29]=2)=[N:21][C:22]=1[CH3:23])=[O:16])[CH2:5][NH:6][C:7]([C:56]1[S:55][CH:59]=[CH:38][CH:40]=1)=[O:8]. The catalyst class is: 2. (8) Reactant: O.CC1C=CC(S(O)(=O)=O)=CC=1.[CH2:13]([OH:16])[CH2:14][OH:15].[CH:17]1([C:20]2[C:25]([C:26]3[CH:31]=[CH:30][C:29]([F:32])=[CH:28][CH:27]=3)=[C:24]([I:33])[C:23]([O:34][CH2:35][CH3:36])=[C:22]([CH:37]=O)[CH:21]=2)[CH2:19][CH2:18]1.C(=O)([O-])O.[Na+]. Product: [CH:17]1([C:20]2[C:25]([C:26]3[CH:31]=[CH:30][C:29]([F:32])=[CH:28][CH:27]=3)=[C:24]([I:33])[C:23]([O:34][CH2:35][CH3:36])=[C:22]([CH:37]3[O:16][CH2:13][CH2:14][O:15]3)[CH:21]=2)[CH2:19][CH2:18]1. The catalyst class is: 11.